Regression. Given a peptide amino acid sequence and an MHC pseudo amino acid sequence, predict their binding affinity value. This is MHC class I binding data. From a dataset of Peptide-MHC class I binding affinity with 185,985 pairs from IEDB/IMGT. (1) The peptide sequence is RQFPTWFEF. The MHC is Mamu-B52 with pseudo-sequence Mamu-B52. The binding affinity (normalized) is 0.769. (2) The peptide sequence is ITDQTVNICI. The MHC is HLA-A02:03 with pseudo-sequence HLA-A02:03. The binding affinity (normalized) is 0. (3) The peptide sequence is MRMLWMANY. The MHC is HLA-A26:01 with pseudo-sequence HLA-A26:01. The binding affinity (normalized) is 0.213. (4) The peptide sequence is MMFINSTCY. The MHC is HLA-A03:01 with pseudo-sequence HLA-A03:01. The binding affinity (normalized) is 0.718. (5) The peptide sequence is TEDDLQNEEL. The MHC is HLA-B40:01 with pseudo-sequence HLA-B40:01. The binding affinity (normalized) is 0.546.